Dataset: Catalyst prediction with 721,799 reactions and 888 catalyst types from USPTO. Task: Predict which catalyst facilitates the given reaction. (1) Reactant: Cl.[Cl:2][C:3]1[CH:8]=[CH:7][C:6]([C:9]2([F:15])[CH2:14][CH2:13][NH:12][CH2:11][CH2:10]2)=[CH:5][CH:4]=1.C(=O)(O)[O-].[Na+].[C:21]([O:25][CH3:26])(=[O:24])[CH:22]=[CH2:23]. Product: [Cl:2][C:3]1[CH:8]=[CH:7][C:6]([C:9]2([F:15])[CH2:10][CH2:11][N:12]([CH2:23][CH2:22][C:21]([O:25][CH3:26])=[O:24])[CH2:13][CH2:14]2)=[CH:5][CH:4]=1. The catalyst class is: 5. (2) Reactant: Br[C:2]1[C:3]([F:11])=[C:4]2[CH:10]=[CH:9][NH:8][C:5]2=[N:6][CH:7]=1.[B:12]1(B2OC(C)(C)C(C)(C)O2)[O:16]C(C)(C)C(C)(C)[O:13]1.CC([O-])=O.[K+]. Product: [F:11][C:3]1[C:2]([B:12]([OH:16])[OH:13])=[CH:7][N:6]=[C:5]2[NH:8][CH:9]=[CH:10][C:4]=12. The catalyst class is: 12. (3) Reactant: [NH2:1][CH2:2][C:3]1([CH2:7][O:8][C:9]2[C:14]([O:15][CH3:16])=[C:13]([O:17][CH3:18])[CH:12]=[CH:11][C:10]=2[C:19]2[CH:27]=[CH:26][CH:25]=[C:24]3[C:20]=2[CH2:21][CH2:22][C:23]3=[O:28])[CH2:6][O:5][CH2:4]1.C(N(CC)CC)C.[C:36](Cl)(=[O:40])[O:37][CH2:38][CH3:39].COC1C(OC)=CC=C(C2C=CC=C3C=2CCC3=O)C=1OCC1(CNC(=O)C)COC1. Product: [CH2:38]([O:37][C:36](=[O:40])[NH:1][CH2:2][C:3]1([CH2:7][O:8][C:9]2[C:10]([C:19]3[CH:27]=[CH:26][CH:25]=[C:24]4[C:20]=3[CH2:21][CH2:22][C:23]4=[O:28])=[CH:11][CH:12]=[C:13]([O:17][CH3:18])[C:14]=2[O:15][CH3:16])[CH2:4][O:5][CH2:6]1)[CH3:39]. The catalyst class is: 4. (4) Reactant: C[O-].[Na+].C([O:7][C@@H:8]1[CH2:36][N:11]2[C@H:12]([CH:23]([C:30]3[CH:35]=[CH:34][CH:33]=[CH:32][CH:31]=3)[C:24]3[CH:29]=[CH:28][CH:27]=[CH:26][CH:25]=3)[CH2:13][N:14]([C:16]([O:18][C:19]([CH3:22])([CH3:21])[CH3:20])=[O:17])[CH2:15][C@@H:10]2[CH2:9]1)(=O)C.O. Product: [CH:23]([C@H:12]1[N:11]2[CH2:36][C@@H:8]([OH:7])[CH2:9][C@H:10]2[CH2:15][N:14]([C:16]([O:18][C:19]([CH3:22])([CH3:21])[CH3:20])=[O:17])[CH2:13]1)([C:30]1[CH:31]=[CH:32][CH:33]=[CH:34][CH:35]=1)[C:24]1[CH:29]=[CH:28][CH:27]=[CH:26][CH:25]=1. The catalyst class is: 5. (5) Reactant: [Cl:1][C:2]1[C:10]([C:11]([O:13]C)=[O:12])=[C:9]2[N:5]([CH2:6][CH2:7][CH2:8]2)[C:4](=[O:15])[C:3]=1[F:16].C1COCC1.[OH-].[Na+].Cl. The catalyst class is: 5. Product: [Cl:1][C:2]1[C:10]([C:11]([OH:13])=[O:12])=[C:9]2[N:5]([CH2:6][CH2:7][CH2:8]2)[C:4](=[O:15])[C:3]=1[F:16]. (6) Reactant: [C:1]1(=[O:11])[NH:5][C:4](=[O:6])[C:3]2=[CH:7][CH:8]=[CH:9][CH:10]=[C:2]12.[Cl:12][CH2:13][CH2:14][C@H:15]([C:17]1[CH:22]=[CH:21][CH:20]=[CH:19][CH:18]=1)O.C1(P(C2C=CC=CC=2)C2C=CC=CC=2)C=CC=CC=1.N(C(OCC)=O)=NC(OCC)=O. Product: [Cl:12][CH2:13][CH2:14][C@H:15]([N:5]1[C:1](=[O:11])[C:2]2[C:3](=[CH:7][CH:8]=[CH:9][CH:10]=2)[C:4]1=[O:6])[C:17]1[CH:22]=[CH:21][CH:20]=[CH:19][CH:18]=1. The catalyst class is: 1.